Dataset: Full USPTO retrosynthesis dataset with 1.9M reactions from patents (1976-2016). Task: Predict the reactants needed to synthesize the given product. (1) Given the product [C:10]([O:14][C:15]([N:17]1[CH2:21][CH2:20][CH:19]([C:22](=[O:24])[NH:50][CH2:51][C:52]([C:54]2[CH:59]=[CH:58][C:57]([Br:60])=[CH:56][CH:55]=2)=[O:53])[CH2:18]1)=[O:16])([CH3:11])([CH3:12])[CH3:13], predict the reactants needed to synthesize it. The reactants are: C(N(CC)C(C)C)(C)C.[C:10]([O:14][C:15]([N:17]1[CH2:21][CH2:20][CH:19]([C:22]([OH:24])=O)[CH2:18]1)=[O:16])([CH3:13])([CH3:12])[CH3:11].CN(C(ON1N=NC2C=CC=NC1=2)=[N+](C)C)C.F[P-](F)(F)(F)(F)F.Cl.[NH2:50][CH2:51][C:52]([C:54]1[CH:59]=[CH:58][C:57]([Br:60])=[CH:56][CH:55]=1)=[O:53]. (2) Given the product [CH3:15][C:16]1[CH:21]=[C:20]([CH3:22])[CH:19]=[CH:18][C:17]=1[N:23]1[CH2:24][CH2:25][N:26]([C:10]([C:9]2[CH:8]=[CH:7][C:6]([N:1]3[CH2:2][CH2:3][CH2:4][CH2:5]3)=[CH:14][CH:13]=2)=[O:12])[CH2:27][CH2:28]1, predict the reactants needed to synthesize it. The reactants are: [N:1]1([C:6]2[CH:14]=[CH:13][C:9]([C:10]([OH:12])=O)=[CH:8][CH:7]=2)[CH2:5][CH2:4][CH2:3][CH2:2]1.[CH3:15][C:16]1[CH:21]=[C:20]([CH3:22])[CH:19]=[CH:18][C:17]=1[N:23]1[CH2:28][CH2:27][NH:26][CH2:25][CH2:24]1. (3) The reactants are: C(Cl)Cl.[CH3:4][O:5][C:6]1[CH:11]=[CH:10][C:9]([O:12][CH3:13])=[CH:8][CH:7]=1.[Cl:14][S:15](O)(=[O:17])=[O:16].P(Cl)(Cl)(Cl)=O. Given the product [CH3:4][O:5][C:6]1[CH:11]=[CH:10][C:9]([O:12][CH3:13])=[CH:8][C:7]=1[S:15]([Cl:14])(=[O:17])=[O:16], predict the reactants needed to synthesize it. (4) Given the product [C:8]([C:5]1[CH:6]=[CH:7][C:2]([Br:1])=[CH:3][C:4]=1[O:11][CH2:21][CH2:22][NH:23][C:24](=[O:30])[O:25][C:26]([CH3:29])([CH3:28])[CH3:27])(=[O:10])[CH3:9], predict the reactants needed to synthesize it. The reactants are: [Br:1][C:2]1[CH:7]=[CH:6][C:5]([C:8](=[O:10])[CH3:9])=[C:4]([OH:11])[CH:3]=1.C([O-])([O-])=O.[K+].[K+].[I-].[K+].Br[CH2:21][CH2:22][NH:23][C:24](=[O:30])[O:25][C:26]([CH3:29])([CH3:28])[CH3:27]. (5) Given the product [CH2:34]([N:33]1[C:27](=[NH:28])/[C:29](=[CH:11]/[C:12]2[CH:20]=[CH:19][C:17]([O:18][CH2:4][C:3]3[CH:6]=[CH:7][CH:8]=[CH:9][C:2]=3[CH3:1])=[C:14]([O:15][CH3:16])[CH:13]=2)/[NH:30][C:31]1=[O:32])[CH3:35], predict the reactants needed to synthesize it. The reactants are: [CH3:1][C:2]1[CH:9]=[CH:8][CH:7]=[CH:6][C:3]=1[CH2:4]Cl.O=[CH:11][C:12]1[CH:20]=[CH:19][C:17]([OH:18])=[C:14]([O:15][CH3:16])[CH:13]=1.C(=O)([O-])[O-].[K+].[K+].[C:27]([CH2:29][NH:30][C:31]([NH:33][CH2:34][CH3:35])=[O:32])#[N:28].CC(C)([O-])C.[K+]. (6) Given the product [CH3:1][O:2][CH2:3][CH2:4][C:5]1([CH2:13][OH:14])[CH2:12][CH2:11][CH2:10][CH2:9][CH2:8][CH2:7][CH2:6]1, predict the reactants needed to synthesize it. The reactants are: [CH3:1][O:2][CH2:3][CH2:4][C:5]1([C:13](OC)=[O:14])[CH2:12][CH2:11][CH2:10][CH2:9][CH2:8][CH2:7][CH2:6]1.[H-].[H-].[H-].[H-].[Li+].[Al+3].[OH-].[Na+]. (7) Given the product [F:1][C:2]1[CH:3]=[C:4]2[C:8](=[C:9]([C:11]3[CH:12]=[CH:13][C:14]([NH:17][S:20]([CH3:19])(=[O:22])=[O:21])=[CH:15][CH:16]=3)[CH:10]=1)[NH:7][CH:6]=[C:5]2[CH3:18], predict the reactants needed to synthesize it. The reactants are: [F:1][C:2]1[CH:3]=[C:4]2[C:8](=[C:9]([C:11]3[CH:16]=[CH:15][C:14]([NH2:17])=[CH:13][CH:12]=3)[CH:10]=1)[NH:7][CH:6]=[C:5]2[CH3:18].[CH3:19][S:20](Cl)(=[O:22])=[O:21]. (8) Given the product [O:1]=[C:2]1[N:11]([N:12]([C:27](=[O:33])[CH2:28][CH2:29][CH2:30][CH2:31][CH3:32])[S:13]([CH3:16])(=[O:15])=[O:14])[C:10](=[O:17])[C:9]2[C:4](=[CH:5][C:6]([C:23]([F:26])([F:25])[F:24])=[C:7]([N:18]3[CH:22]=[N:21][N:20]=[CH:19]3)[CH:8]=2)[NH:3]1, predict the reactants needed to synthesize it. The reactants are: [O:1]=[C:2]1[N:11]([NH:12][S:13]([CH3:16])(=[O:15])=[O:14])[C:10](=[O:17])[C:9]2[C:4](=[CH:5][C:6]([C:23]([F:26])([F:25])[F:24])=[C:7]([N:18]3[CH:22]=[N:21][N:20]=[CH:19]3)[CH:8]=2)[NH:3]1.[C:27](Cl)(=[O:33])[CH2:28][CH2:29][CH2:30][CH2:31][CH3:32].